This data is from Reaction yield outcomes from USPTO patents with 853,638 reactions. The task is: Predict the reaction yield, written as a fraction of the theoretical maximum amount of product (1.0 means a 100% yield; for example, 0.34 means a 34% yield). (1) The reactants are [Cl:1][C:2]1[CH:3]=[C:4]([CH:15]=[CH:16][C:17]=1[C:18]([F:21])([F:20])[F:19])[O:5][C:6]1[CH:11]=[CH:10][C:9]([CH2:12][CH2:13][NH2:14])=[CH:8][CH:7]=1.[CH3:22][C:23]1[N:28]=[CH:27][C:26]([CH2:29][C:30]2[C:31](=[O:38])[N:32]=[C:33](SC)[NH:34][CH:35]=2)=[CH:25][N:24]=1. The catalyst is C(O)C. The product is [Cl:1][C:2]1[CH:3]=[C:4]([CH:15]=[CH:16][C:17]=1[C:18]([F:19])([F:20])[F:21])[O:5][C:6]1[CH:11]=[CH:10][C:9]([CH2:12][CH2:13][NH:14][C:33]2[NH:34][CH:35]=[C:30]([CH2:29][C:26]3[CH:27]=[N:28][C:23]([CH3:22])=[N:24][CH:25]=3)[C:31](=[O:38])[N:32]=2)=[CH:8][CH:7]=1. The yield is 0.440. (2) The reactants are [CH:1]1([C:7]2[C:8]3[CH:26]=[CH:25][C:24]([C:27]([O:29][CH2:30][CH3:31])=[O:28])=[N:23][C:9]=3[N:10]3[C:16]=2[C:15]2[CH:17]=[CH:18][C:19]([OH:21])=[CH:20][C:14]=2[C:13](=[O:22])[CH2:12][CH2:11]3)[CH2:6][CH2:5][CH2:4][CH2:3][CH2:2]1.C(=O)([O-])[O-].[K+].[K+].[CH2:38](Br)[C:39]1[CH:44]=[CH:43][CH:42]=[CH:41][CH:40]=1.C(=O)([O-])O.[Na+]. The catalyst is CN(C)C=O. The product is [CH2:38]([O:21][C:19]1[CH:18]=[CH:17][C:15]2[C:16]3[N:10]([CH2:11][CH2:12][C:13](=[O:22])[C:14]=2[CH:20]=1)[C:9]1[N:23]=[C:24]([C:27]([O:29][CH2:30][CH3:31])=[O:28])[CH:25]=[CH:26][C:8]=1[C:7]=3[CH:1]1[CH2:2][CH2:3][CH2:4][CH2:5][CH2:6]1)[C:39]1[CH:44]=[CH:43][CH:42]=[CH:41][CH:40]=1. The yield is 0.820.